Dataset: Experimentally validated miRNA-target interactions with 360,000+ pairs, plus equal number of negative samples. Task: Binary Classification. Given a miRNA mature sequence and a target amino acid sequence, predict their likelihood of interaction. (1) The miRNA is hsa-miR-6821-3p with sequence UGACCUCUCCGCUCCGCACAG. The protein sequence of the target gene is MSTLLLNLDFGEPPPKKALEGNAKHRNFVKKRRLLERRGFLSKKNQPPSKAPKLHSEPSKKGETPTVDGTWKTPSFPKKKTAASSNGSGQPLDKKAAVSWLTPAPSKKADSVAAKVDLLGEFQSALPKINSHPTRSQKKSSQKKSSKKNHPQKNAPQNSTQAHSENKCSGASQKLPRKMVAIDCEMVGTGPKGHVSSLARCSIVNYNGDVLYDEYILPPCHIVDYRTRWSGIRKQHMVNATPFKIARGQILKILTGKIVVGHAIHNDFKALQYFHPKSLTRDTSHIPPLNRKADCPENAT.... Result: 1 (interaction). (2) The miRNA is hsa-miR-5689 with sequence AGCAUACACCUGUAGUCCUAGA. The protein sequence of the target gene is MDGFYDQQVPFMVPGKSRSEECRGRPVIDRKRKFLDTDLAHDSEELFQDLSQLQEAWLAEAQVPDDEQFVPDFQSDNLVLHAPPPTKIKRELHSPSSELSSCSHEQALGANYGEKCLYNYCAYDRKPPSGFKPLTPPTTPLSPTHQNPLFPPPQATLPTSGHAPAAGPVQGVGPAPAPHSLPEPGPQQQTFAVPRPPHQPLQMPKMMPENQYPSEQRFQRQLSEPCHPFPPQPGVPGDNRPSYHRQMSEPIVPAAPPPPQGFKQEYHDPLYEHGVPGMPGPPAHGFQSPMGIKQEPRDYC.... Result: 1 (interaction). (3) The miRNA is hsa-miR-4716-3p with sequence AAGGGGGAAGGAAACAUGGAGA. The protein sequence of the target gene is MRGSVECTWGWGHCAPSPLLLWTLLLFAAPFGLLGEKTRQVSLEVIPNWLGPLQNLLHIRAVGTNSTLHYVWSSLGPLAVVMVATNTPHSTLSVNWSLLLSPEPDGGLMVLPKDSIQFSSALVFTRLLEFDSTNVSDTAAKPLGRPYPPYSLADFSWNNITDSLDPATLSATFQGHPMNDPTRTFANGSLAFRVQAFSRSSRPAQPPRLLHTADTCQLEVALIGASPRGNRSLFGLEVATLGQGPDCPSMQEQHSIDDEYAPAVFQLDQLLWGSLPSGFAQWRPVAYSQKPGGRESALPC.... Result: 0 (no interaction).